Dataset: Forward reaction prediction with 1.9M reactions from USPTO patents (1976-2016). Task: Predict the product of the given reaction. Given the reactants O1CCCC1.[CH3:6][O:7][C:8]1[C:13]2[O:14][CH2:15][CH2:16][O:17][C:12]=2[CH:11]=[C:10]([C:18](OC)=[O:19])[CH:9]=1.[H-].[Al+3].[Li+].[H-].[H-].[H-].Cl, predict the reaction product. The product is: [CH3:6][O:7][C:8]1[C:13]2[O:14][CH2:15][CH2:16][O:17][C:12]=2[CH:11]=[C:10]([CH2:18][OH:19])[CH:9]=1.